This data is from Human Reference Interactome with 51,813 positive PPI pairs across 8,248 proteins, plus equal number of experimentally-validated negative pairs. The task is: Binary Classification. Given two protein amino acid sequences, predict whether they physically interact or not. (1) Protein 1 (ENSG00000135222) has sequence MKVLILACLVALALARETIESLSSSEESITEYKQKVEKVKHEDQQQGEDEHQDKIYPSFQPQPLIYPFVEPIPYGFLPQNILPLAQPAVVLPVPQPEIMEVPKAKDTVYTKGRVMPVLKSPTIPFFDPQIPKLTDLENLHLPLPLLQPLMQQVPQPIPQTLALPPQPLWSVPQPKVLPIPQQVVPYPQRAVPVQALLLNQELLLNPTHQIYPVTQPLAPVHNPISV*. Protein 2 (ENSG00000175984) has sequence MDVGFSRTTVQTLSRSHCKNIKQKISQWEGRANGISNPEKWCPKDFGVRYNCHQEIRLKKNPIAERKSKNLDVTSRENVGLDINENTKSHDQSENENKKHEYDDTHFFKNESESNWVCSRVKEIESCKEDVLDPETSLPPGNFYTSQILWKKIEALPPDKLLNLALEHCDSSEKELNFRVLDSSYGITKSLENIYSEPEGQECGPSINPLPKPRRTFRYLSESGVTPYKERNCDKKYCENNSCAQSSLASSQEPEPKKYGGKIRGRSKRKSFEFEDIQHFRNRNSQTIREELGRNSGSAL.... Result: 0 (the proteins do not interact). (2) Protein 1 (ENSG00000115825) has sequence MSANNSPPSAQKSVLPTAIPAVLPAASPCSSPKTGLSARLSNGSFSAPSLTNSRGSVHTVSFLLQIGLTRESVTIEAQELSLSAVKDLVCSIVYQKFPECGFFGMYDKILLFRHDMNSENILQLITSADEIHEGDLVEVVLSALATVEDFQIRPHTLYVHSYKAPTFCDYCGEMLWGLVRQGLKCEGCGLNYHKRCAFKIPNNCSGVRKRRLSNVSLPGPGLSVPRPLQPEYVALPSEESHVHQEPSKRIPSWSGRPIWMEKMVMCRVKVPHTFAVHSYTRPTICQYCKRLLKGLFRQGM.... Protein 2 (ENSG00000161981) has sequence MVVQDPLLCDLPIQVTLEEVNSQIALEYGQAMTVRVCKMDGEVMPVVVVQSATVLDLKKAIQRYVQLKQEREGGIQHISWSYVWRTYHLTSAGEKLTEDRKKLRDYGIRNRDEVSFIKKLRQK*MDVFQEGLAMVVQDPLLCDLPIQVTLEEVNSQIALEYGQAMTVRVCKMDGEVMPVVVVQSATVLDLKKAIQRYVQLKQEREGGIQHISWSYVWRTYHLTSAGEKLTEDRKKLRDYGIRNRDEVSFIKKLRQK*MVVQDPLLCDLPIQVTLEEVNSQIALEYGQAMTVRVCKMDGES.... Result: 0 (the proteins do not interact). (3) Protein 1 (ENSG00000111843) has sequence MQDTGSVVPLHWFGFGYAALVASGGIIGYVKAGSVPSLAAGLLFGSLAGLGAYQLSQDPRNVWVFLATSGTLAGIMGMRFYHSGKFMPAGLIAGASLLMVAKVGVSMFNRPH*. Protein 2 (ENSG00000163472) has sequence MTEQETLALLEVKRSDSPEKSSPQALVPNGRQPEGEGGAESPGAESLRVGSSAGSPTAIEGAEDGLDSTVSEAATLPWGTGPQPSAPFPDPPGWRDIEPEPPESEPLTKLEELPEDDANLLPEKAARAFVPIDLQCIERQPQEDLIVRCEAGEGECRTFMPPRVTHPDPTERKWAEAVVRPPGCSCGGCGSCGDREWLRAVASVGAALILFPCLLYGAYAFLPFDVPRLPTMSSRLIYTLRCGVFATFPIVLGILVYGLSLLCFSALRPFGEPRREVEIHRRYVAQSVQLFILYFFNLAV.... Result: 1 (the proteins interact). (4) Protein 1 (ENSG00000140623) has sequence MDPLRRSPSPCLSSQPSSPSTPPCEMLGPVGIEAVLDQLKIKAMKMGFEFNIMVVGQSGLGKSTMVNTLFKSKVWKSNPPGLGVPTPQTLQLHSLTHVIEEKGVKLKLTVTDTPGFGDQINNDNCWDPILGYINEQYEQYLQEEILITRQRHIPDTRVHCCVYFVPPTGHCLRPLDIEFLQRLCRTVNVVPVIARADSLTMEEREAFRRRIQQNLRTHCIDVYPQMCFDEDINDKILNSKLRDRIPFAVVGADQEHLVNGRCVLGRKTKWGIIEVENMAHCEFPLLRDLLIRSHLQDLKD.... Result: 0 (the proteins do not interact). Protein 2 (ENSG00000172375) has sequence MDPGWGQRDVGWAALLILFAASLLTVFAWLLQYARGLWLARARGDRGPGPALAGEPAGSLRELGVWRSLLRLRATRAGAAEEPGVRGLLASLFAFKSFRENWQRAWVRALNEQACRNGSSIQIAFEEVPQLPPRASISHVTCVDQSEHTMVLRCQLSAEEVRFPVSVTQQSPAAVSMETYHVTLTLPPTQLEVNLEEIPGEGLLISWAFTDRPDLSLTVLPKLQARERGEEQVELSTIEELIKDAIVSTQPAMMVNLRACSAPGGLVPSEKPPMMPQAQPAIPRPNRLFLRQLRASHLGN.... (5) Protein 1 (ENSG00000115963) has sequence MKERRASQKLSSKSIMDPNQNVKCKIVVVGDSQCGKTALLHVFAKDCFPENYVPTVFENYTASFEIDTQRIELSLWDTSGSPYYDNVRPLSYPDSDAVLICFDISRPETLDSVLKKWKGEIQEFCPNTKMLLVGCKSDLRTDVSTLVELSNHRQTPVSYDQGANMAKQIGAATYIECSALQSENSVRDIFHVATLACVNKTNKNVKRNKSQRATKRISHMPSRPELSAVATDLRKDKAKSCTVM*MLLVGCKSDLRTDVSTLVELSNHRQTPVSYDQGANMAKQIGAATYIECSALQSEN.... Protein 2 (ENSG00000132881) has sequence MARPPVPGSVVVPNWHESAEGKEYLACILRKNRRRVFGLLERPVLLPPVSIDTASYKIFVSGKSGVGKTALVAKLAGLEVPVVHHETTGIQTTVVFWPAKLQASSRVVMFRFEFWDCGESALKKFDHMLLACMENTDAFLFLFSFTDRASFEDLPGQLARIAGEAPGVVRMVIGSKFDQYMHTDVPERDLTAFRQAWELPLLRVKSVPGRRLADGRTLDGRAGLADVAHILNGLAEQLWHQDQVAAGLLPNPPESAPE*XCARTAGGCLGCLSGQCCCRLCPLTLPATRSLCPGRVVWAR.... Result: 1 (the proteins interact). (6) Protein 1 (ENSG00000132912) has sequence MPSAEAKLKKNRCANCFDCPGCMHTLSTRATSISTQLPDDPAKTTMKKAYYLACGFCRWTSRDVGMADKSVASGGWQEPENPHTQRMNKLIEYYQQLAQKEKVERDRKKLARRRNYMPLAFSDKYGLGTRLQRPRAGASISTLAGLSLKEGEDQKEIKIEPAQAVDEVEPLPEDYYTRPVNLTEVTTLQQRLLQPDFQPVCASQLYPRHKHLLIKRSLRCRKCEHNLSKPEFNPTSIKFKIQLVAVNYIPEVRIMSIPNLRYMKESQVLLTLTNPVENLTHVTLFECEEGDPDDINSTAK.... Protein 2 (ENSG00000087128) has sequence MMYRPDVVRARKRVCWEPWVIGLVIFISLIVLAVCIGLTVHYVRYNQKKTYNYYSTLSFTTDKLYAEFGREASNNFTEMSQRLESMVKNAFYKSPLREEFVKSQVIKFSQQKHGVLAHMLLICRFHSTEDPETVDKIVQLVLHEKLQDAVGPPKVDPHSVKIKKINKTETDSYLNHCCGTRRSKTLGQSLRIVGGTEVEEGEWPWQASLQWDGSHRCGATLINATWLVSAAHCFTTYKNPARWTASFGVTIKPSKMKRGLRRIIVHEKYKHPSHDYDISLAELSSPVPYTNAVHRVCLPD.... Result: 0 (the proteins do not interact).